This data is from Full USPTO retrosynthesis dataset with 1.9M reactions from patents (1976-2016). The task is: Predict the reactants needed to synthesize the given product. Given the product [C:1]([NH:11][C@H:12]([C:16]([O:18][C:22]1[CH:21]=[C:20]([OH:19])[CH:25]=[CH:24][CH:23]=1)=[O:17])[CH:13]([CH3:14])[CH3:15])([O:3][CH2:4][C:5]1[CH:10]=[CH:9][CH:8]=[CH:7][CH:6]=1)=[O:2], predict the reactants needed to synthesize it. The reactants are: [C:1]([NH:11][C@H:12]([C:16]([OH:18])=[O:17])[CH:13]([CH3:15])[CH3:14])([O:3][CH2:4][C:5]1[CH:10]=[CH:9][CH:8]=[CH:7][CH:6]=1)=[O:2].[OH:19][C:20]1[CH:25]=[CH:24][CH:23]=[C:22](O)[CH:21]=1.